From a dataset of Reaction yield outcomes from USPTO patents with 853,638 reactions. Predict the reaction yield, written as a fraction of the theoretical maximum amount of product (1.0 means a 100% yield; for example, 0.34 means a 34% yield). (1) The reactants are [CH3:1][C:2]1[CH:7]=[CH:6][N:5]=[C:4]([NH2:8])[CH:3]=1.CCN(CC)CC.[C:16](Cl)(=[O:21])[C:17]([CH3:20])([CH3:19])[CH3:18]. The catalyst is C(Cl)Cl. The product is [CH3:1][C:2]1[CH:7]=[CH:6][N:5]=[C:4]([NH:8][C:16](=[O:21])[C:17]([CH3:20])([CH3:19])[CH3:18])[CH:3]=1. The yield is 0.820. (2) The reactants are Cl[C@@H]1CCNC1=O.O.O.O.O.O.O.O.O.[OH-].[Ba+2].[OH-].[NH2:19][CH2:20][CH2:21][C@@H:22](Cl)[C:23]([OH:25])=[O:24].N1CC[C@H]1C(O)=O.Cl.C(=O)([O-])[O-].[Na+].[Na+].[C:41](O[C:41]([O:43][C:44]([CH3:47])([CH3:46])[CH3:45])=[O:42])([O:43][C:44]([CH3:47])([CH3:46])[CH3:45])=[O:42]. The catalyst is O. The product is [C:44]([O:43][C:41]([N:19]1[CH2:20][CH2:21][C@H:22]1[C:23]([OH:25])=[O:24])=[O:42])([CH3:47])([CH3:46])[CH3:45]. The yield is 0.718. (3) The reactants are [CH3:1][CH:2]([CH3:43])[C@H:3]([NH:38][C:39](=[O:42])[O:40][CH3:41])[C:4](=[O:37])[N:5]1[CH2:9][CH2:8][CH2:7][C@H:6]1[C:10]1[NH:11][C:12]([C:15]2[CH:20]=[CH:19][C:18]([C:21]3[CH:26]=[CH:25][C:24]([C:27]4[NH:31][C:30]([C@@H:32]5[CH2:36][CH2:35][CH2:34][NH:33]5)=[N:29][CH:28]=4)=[CH:23][CH:22]=3)=[CH:17][CH:16]=2)=[CH:13][N:14]=1.CCN(C(C)C)C(C)C.[CH3:53][CH:54]([CH3:66])[C@H:55]([NH:59][C:60]1[CH:61]=[N:62][CH:63]=[CH:64][CH:65]=1)[C:56](O)=[O:57].CN(C(ON1N=NC2C=CC=NC1=2)=[N+](C)C)C.F[P-](F)(F)(F)(F)F. The catalyst is CN(C=O)C. The product is [CH3:1][CH:2]([CH3:43])[C@H:3]([NH:38][C:39](=[O:42])[O:40][CH3:41])[C:4]([N:5]1[CH2:9][CH2:8][CH2:7][C@H:6]1[C:10]1[NH:11][C:12]([C:15]2[CH:20]=[CH:19][C:18]([C:21]3[CH:22]=[CH:23][C:24]([C:27]4[NH:31][C:30]([C@@H:32]5[CH2:36][CH2:35][CH2:34][N:33]5[C:56](=[O:57])[C@H:55]([CH:54]([CH3:53])[CH3:66])[NH:59][C:60]5[CH:61]=[N:62][CH:63]=[CH:64][CH:65]=5)=[N:29][CH:28]=4)=[CH:25][CH:26]=3)=[CH:17][CH:16]=2)=[CH:13][N:14]=1)=[O:37]. The yield is 0.560. (4) The reactants are Br[C:2]1[CH:7]=[CH:6][C:5]([C:8]2[NH:9][C:10](=[O:24])[C:11]3[N:16]([CH:17]4[CH2:22][CH2:21][CH2:20][CH2:19][CH2:18]4)[N:15]=[C:14]([CH3:23])[C:12]=3[N:13]=2)=[C:4]([O:25][CH2:26][CH3:27])[CH:3]=1.Cl.[CH2:29]([N:31]([CH:42]1[CH2:47][CH2:46][NH:45][CH2:44][CH2:43]1)[C:32](=[O:41])[O:33][CH2:34][C:35]1[CH:40]=[CH:39][CH:38]=[CH:37][CH:36]=1)[CH3:30]. No catalyst specified. The product is [CH:17]1([N:16]2[C:11]3[C:10](=[O:24])[NH:9][C:8]([C:5]4[CH:6]=[CH:7][C:2]([N:45]5[CH2:44][CH2:43][CH:42]([N:31]([CH2:29][CH3:30])[C:32](=[O:41])[O:33][CH2:34][C:35]6[CH:40]=[CH:39][CH:38]=[CH:37][CH:36]=6)[CH2:47][CH2:46]5)=[CH:3][C:4]=4[O:25][CH2:26][CH3:27])=[N:13][C:12]=3[C:14]([CH3:23])=[N:15]2)[CH2:22][CH2:21][CH2:20][CH2:19][CH2:18]1. The yield is 0.470. (5) The reactants are FC(F)(F)S(O[C:7]1[CH:16]=[CH:15][C:14]2[C:9](=[CH:10][CH:11]=[CH:12][CH:13]=2)[C:8]=1[N+:17]([O-:19])=[O:18])(=O)=O.[C:22]([O:26][C:27]([NH:29][CH2:30][CH2:31][NH2:32])=[O:28])([CH3:25])([CH3:24])[CH3:23].C(=O)([O-])[O-].[K+].[K+].C1(C)C=CC=CC=1. The catalyst is O. The product is [N+:17]([C:8]1[C:9]2[C:14](=[CH:13][CH:12]=[CH:11][CH:10]=2)[CH:15]=[CH:16][C:7]=1[NH:32][CH2:31][CH2:30][NH:29][C:27](=[O:28])[O:26][C:22]([CH3:24])([CH3:23])[CH3:25])([O-:19])=[O:18]. The yield is 0.910. (6) The yield is 0.150. The catalyst is C(O)(=O)C. The reactants are [C:1]1([N:7]2[C:12](=[O:13])[C:11]3[S:14][CH:15]=[C:16]([C:17]4[CH:22]=[CH:21][CH:20]=[CH:19][CH:18]=4)[C:10]=3[N:9]=[CH:8]2)[CH:6]=[CH:5][CH:4]=[CH:3][CH:2]=1.N[C:24]1C(C2C=CC=CC=2)=CSC=1C(OC)=O.C(OCC)(OCC)OCC.NC1C=CC=C(C)C=1. The product is [C:17]1([C:16]2[C:10]3[N:9]=[CH:8][N:7]([C:1]4[CH:6]=[C:5]([CH3:24])[CH:4]=[CH:3][CH:2]=4)[C:12](=[O:13])[C:11]=3[S:14][CH:15]=2)[CH:18]=[CH:19][CH:20]=[CH:21][CH:22]=1. (7) The yield is 0.940. The product is [Cl:1][C:2]1[CH:3]=[CH:4][C:5]2[O:14][CH2:13][CH2:12][C:11]3[CH:10]=[C:9]([C:15]([NH2:22])=[O:16])[S:8][C:7]=3[C:6]=2[N:18]=1. The reactants are [Cl:1][C:2]1[CH:3]=[CH:4][C:5]2[O:14][CH2:13][CH2:12][C:11]3[CH:10]=[C:9]([C:15](O)=[O:16])[S:8][C:7]=3[C:6]=2[N:18]=1.C([N:22](CC)C(C)C)(C)C.[Cl-].[NH4+].CN(C(ON1N=NC2C=CC=NC1=2)=[N+](C)C)C.F[P-](F)(F)(F)(F)F.C(=O)(O)[O-].[Na+]. The catalyst is CN(C)C=O. (8) The reactants are [CH3:1][O:2][C:3]1[N:4]=[N:5][C:6]([C:12]2[CH:17]=[CH:16][N:15]=[CH:14][CH:13]=2)=[CH:7][C:8]=1[CH:9]([OH:11])[CH3:10].CC(OI1(OC(C)=O)(OC(C)=O)OC(=O)C2C1=CC=CC=2)=O. The catalyst is C(Cl)Cl. The product is [CH3:1][O:2][C:3]1[N:4]=[N:5][C:6]([C:12]2[CH:17]=[CH:16][N:15]=[CH:14][CH:13]=2)=[CH:7][C:8]=1[C:9](=[O:11])[CH3:10]. The yield is 0.920. (9) The reactants are N1C=CC=CC=1.[F:7]N1N=C(F)C=C(F)N1.[Cl:16][C:17]1[CH:25]=[CH:24][C:20]([C:21](O)=[O:22])=[C:19]([NH:26][CH2:27][CH3:28])[N:18]=1. The catalyst is ClCCl. The product is [Cl:16][C:17]1[CH:25]=[CH:24][C:20]([C:21]([F:7])=[O:22])=[C:19]([NH:26][CH2:27][CH3:28])[N:18]=1. The yield is 0.990.